From a dataset of Full USPTO retrosynthesis dataset with 1.9M reactions from patents (1976-2016). Predict the reactants needed to synthesize the given product. (1) Given the product [C:1]([O:5][C:6]([NH:8][C:9]1[S:13][C:12]([C:14]2[C:19]([F:20])=[CH:18][CH:17]=[C:16]([O:21][CH3:22])[C:15]=2[F:23])=[N:11][C:10]=1[C:24]([OH:26])=[O:25])=[O:7])([CH3:4])([CH3:2])[CH3:3], predict the reactants needed to synthesize it. The reactants are: [C:1]([O:5][C:6]([NH:8][C:9]1[S:13][C:12]([C:14]2[C:19]([F:20])=[CH:18][CH:17]=[C:16]([O:21][CH3:22])[C:15]=2[F:23])=[N:11][C:10]=1[C:24]([O:26]C)=[O:25])=[O:7])([CH3:4])([CH3:3])[CH3:2].O.[OH-].[Li+].Cl. (2) Given the product [C:12]1([CH:7]([C:1]2[CH:2]=[CH:3][CH:4]=[CH:5][CH:6]=2)[CH2:8][CH2:9][CH2:10][Br:11])[CH:13]=[CH:14][CH:15]=[CH:16][CH:17]=1, predict the reactants needed to synthesize it. The reactants are: [C:1]1([C:7]([C:12]2[CH:17]=[CH:16][CH:15]=[CH:14][CH:13]=2)=[CH:8][CH2:9][CH2:10][Br:11])[CH:6]=[CH:5][CH:4]=[CH:3][CH:2]=1. (3) Given the product [Br:2][C:3]1[S:7][C:6]([NH:8][C:21](=[O:22])[O:20][C:16]([CH3:19])([CH3:18])[CH3:17])=[N:5][CH:4]=1, predict the reactants needed to synthesize it. The reactants are: Br.[Br:2][C:3]1[S:7][C:6]([NH2:8])=[N:5][CH:4]=1.C(N(CC)CC)C.[C:16]([O:20][C:21](O[C:21]([O:20][C:16]([CH3:19])([CH3:18])[CH3:17])=[O:22])=[O:22])([CH3:19])([CH3:18])[CH3:17]. (4) Given the product [Br:1][C:2]1[CH:27]=[C:26]([F:28])[CH:25]=[CH:24][C:3]=1[O:4][C:5]1[C:6]([NH:20][C:21]2[S:22][CH:37]=[C:38]([CH:40]3[CH2:41][CH2:42][N:43]([C:46]([O:48][C:49]([CH3:52])([CH3:51])[CH3:50])=[O:47])[CH2:44][CH2:45]3)[N:23]=2)=[N:7][CH:8]=[C:9]([S:11][C:12]2[CH:17]=[CH:16][CH:15]=[C:14]([O:18][CH3:19])[CH:13]=2)[CH:10]=1, predict the reactants needed to synthesize it. The reactants are: [Br:1][C:2]1[CH:27]=[C:26]([F:28])[CH:25]=[CH:24][C:3]=1[O:4][C:5]1[C:6]([NH:20][C:21]([NH2:23])=[S:22])=[N:7][CH:8]=[C:9]([S:11][C:12]2[CH:17]=[CH:16][CH:15]=[C:14]([O:18][CH3:19])[CH:13]=2)[CH:10]=1.C(N(CC)CC)C.Br[CH2:37][C:38]([CH:40]1[CH2:45][CH2:44][N:43]([C:46]([O:48][C:49]([CH3:52])([CH3:51])[CH3:50])=[O:47])[CH2:42][CH2:41]1)=O. (5) Given the product [C:1]([NH:4][CH2:5][C@H:6]1[CH2:11][CH2:10][C@H:9]([C:12]([Cl:17])=[O:14])[CH2:8][CH2:7]1)(=[O:3])[CH3:2], predict the reactants needed to synthesize it. The reactants are: [C:1]([NH:4][CH2:5][C@H:6]1[CH2:11][CH2:10][C@H:9]([C:12]([OH:14])=O)[CH2:8][CH2:7]1)(=[O:3])[CH3:2].S(Cl)([Cl:17])=O. (6) The reactants are: [CH3:1][CH:2]([CH2:4][CH2:5][CH2:6][C@H:7]([CH2:9][CH2:10][CH2:11][C@H:12]([CH2:14][CH2:15][CH2:16]/[C:17](=[CH:19]/[CH2:20][OH:21])/[CH3:18])[CH3:13])[CH3:8])[CH3:3].[Br:22][CH2:23][CH2:24][CH2:25][CH2:26][CH2:27][C:28](O)=[O:29].C1(N=C=NC2CCCCC2)CCCCC1. Given the product [Br:22][CH2:23][CH2:24][CH2:25][CH2:26][CH2:27][C:28]([O:21][CH2:20]/[CH:19]=[C:17](\[CH3:18])/[CH2:16][CH2:15][CH2:14][CH:12]([CH3:13])[CH2:11][CH2:10][CH2:9][CH:7]([CH3:8])[CH2:6][CH2:5][CH2:4][CH:2]([CH3:1])[CH3:3])=[O:29], predict the reactants needed to synthesize it. (7) Given the product [CH2:1]([O:3][C:4](=[O:18])[C@H:5]([NH2:17])[CH2:6][CH:7]([C:10]([O:12][C:13]([CH3:14])([CH3:16])[CH3:15])=[O:11])[CH2:8][O:9][S:27]([CH3:26])(=[O:29])=[O:28])[CH3:2], predict the reactants needed to synthesize it. The reactants are: [CH2:1]([O:3][C:4](=[O:18])[C@H:5]([NH2:17])[CH2:6][CH:7]([C:10]([O:12][C:13]([CH3:16])([CH3:15])[CH3:14])=[O:11])[CH2:8][OH:9])[CH3:2].C(N(CC)CC)C.[CH3:26][S:27](Cl)(=[O:29])=[O:28].Cl. (8) Given the product [C:25]([C@@H:21]1[CH2:22][CH2:23][CH2:24][N:20]1[C:14]([C@@H:13]1[C@H:12]2[CH2:17][C@H:9]([C@H:10]([OH:18])[CH2:11]2)[N:8]1[C:6]([O:5][C:1]([CH3:2])([CH3:3])[CH3:4])=[O:7])=[O:16])#[N:26], predict the reactants needed to synthesize it. The reactants are: [C:1]([O:5][C:6]([N:8]1[C@H:13]([C:14]([OH:16])=O)[C@H:12]2[CH2:17][C@@H:9]1[C@H:10]([OH:18])[CH2:11]2)=[O:7])([CH3:4])([CH3:3])[CH3:2].Cl.[NH:20]1[CH2:24][CH2:23][CH2:22][C@H:21]1[C:25]#[N:26].CN(C)CCCN=C=NCC.